This data is from Full USPTO retrosynthesis dataset with 1.9M reactions from patents (1976-2016). The task is: Predict the reactants needed to synthesize the given product. Given the product [CH3:22][C:23]1[CH:28]=[C:27]([N+:29]([O-:31])=[O:30])[CH:26]=[CH:25][C:24]=1[N:32]=[C:33]1[NH:10][C@@H:7]([C:1]2[CH:6]=[CH:5][CH:4]=[CH:3][CH:2]=2)[CH2:8][S:34]1, predict the reactants needed to synthesize it. The reactants are: [C:1]1([C@H:7]([NH2:10])[CH2:8]O)[CH:6]=[CH:5][CH:4]=[CH:3][CH:2]=1.[Cl-].ClC[C@@H]([NH3+])C1C=CC=CC=1.[CH3:22][C:23]1[CH:28]=[C:27]([N+:29]([O-:31])=[O:30])[CH:26]=[CH:25][C:24]=1[N:32]=[C:33]=[S:34].[Cl-].ClC[C@@H]([NH3+])CC1C=CC=CC=1.